Dataset: Catalyst prediction with 721,799 reactions and 888 catalyst types from USPTO. Task: Predict which catalyst facilitates the given reaction. (1) Reactant: C[O:2][CH2:3][C:4]1[NH:5][C:6]([C:10]2[C:11]([CH3:33])=[CH:12][C:13]([CH3:32])=[C:14]([CH:31]=2)[C:15]([N:17]2[CH2:22][CH2:21][CH:20]([C:23]3[CH:30]=[CH:29][C:26]([C:27]#[N:28])=[CH:25][CH:24]=3)[CH2:19][CH2:18]2)=[O:16])=[C:7]([CH3:9])[N:8]=1.[Na+].[I-].C1OCCOCCOCCOCCOC1.B(Br)(Br)Br. Product: [OH:2][CH2:3][C:4]1[NH:5][C:6]([C:10]2[C:11]([CH3:33])=[CH:12][C:13]([CH3:32])=[C:14]([CH:31]=2)[C:15]([N:17]2[CH2:18][CH2:19][CH:20]([C:23]3[CH:24]=[CH:25][C:26]([C:27]#[N:28])=[CH:29][CH:30]=3)[CH2:21][CH2:22]2)=[O:16])=[C:7]([CH3:9])[N:8]=1. The catalyst class is: 4. (2) Reactant: [CH3:1][C:2]1[C:3]([NH:13][C:14](=[O:16])[CH3:15])=[CH:4][C:5]2[CH2:6][CH2:7][CH2:8][C:9](=[CH2:12])[C:10]=2[CH:11]=1.[OH:17]C1C(OS(C2C=CC(C)=CC=2)(=O)=O)=C(I)C=CC=1.[Na+].[Cl-]. Product: [CH3:1][C:2]1[C:3]([NH:13][C:14](=[O:16])[CH3:15])=[CH:4][C:5]2[CH2:6][CH2:7][CH2:8][C:12](=[O:17])[CH2:9][C:10]=2[CH:11]=1. The catalyst class is: 24. (3) Reactant: [N+:1]([C:4]1[CH:14]=[CH:13][C:7]2[O:8][CH2:9][C:10](=O)[NH:11][C:6]=2[CH:5]=1)([O-:3])=[O:2].B.C1COCC1.CO.Cl. Product: [N+:1]([C:4]1[CH:14]=[CH:13][C:7]2[O:8][CH2:9][CH2:10][NH:11][C:6]=2[CH:5]=1)([O-:3])=[O:2]. The catalyst class is: 1. (4) Reactant: [Cl:1][C:2]1[CH:11]=[C:10]2[C:5]([CH:6]=[CH:7][NH:8][C:9]2=[O:12])=[CH:4][C:3]=1[O:13][CH:14]1[CH2:19][CH2:18][C:17]([NH:26]S(C(C)(C)C)=O)([C:20]2[CH:25]=[CH:24][CH:23]=[CH:22][CH:21]=2)[CH2:16][CH2:15]1. Product: [NH2:26][C:17]1([C:20]2[CH:21]=[CH:22][CH:23]=[CH:24][CH:25]=2)[CH2:18][CH2:19][CH:14]([O:13][C:3]2[CH:4]=[C:5]3[C:10](=[CH:11][C:2]=2[Cl:1])[C:9](=[O:12])[NH:8][CH:7]=[CH:6]3)[CH2:15][CH2:16]1. The catalyst class is: 41. (5) Reactant: O=C1C2C(=CC=CC=2)C(=O)[N:3]1[O:12][CH2:13][C:14]1[N:15]=[CH:16][N:17]([C:19]([O:21][C:22]([CH3:25])([CH3:24])[CH3:23])=[O:20])[CH:18]=1.C(Cl)Cl.O.NN. Product: [NH2:3][O:12][CH2:13][C:14]1[N:15]=[CH:16][N:17]([C:19]([O:21][C:22]([CH3:25])([CH3:24])[CH3:23])=[O:20])[CH:18]=1. The catalyst class is: 8. (6) Reactant: [Si:1]([O:8][CH2:9][C:10]1[CH:15]=[CH:14][N:13]=[CH:12][CH:11]=1)([C:4]([CH3:7])([CH3:6])[CH3:5])([CH3:3])[CH3:2].ClC1C=CC=C(C(OO)=[O:24])C=1. Product: [Si:1]([O:8][CH2:9][C:10]1[CH:11]=[CH:12][N+:13]([O-:24])=[CH:14][CH:15]=1)([C:4]([CH3:7])([CH3:6])[CH3:5])([CH3:3])[CH3:2]. The catalyst class is: 4. (7) The catalyst class is: 131. Reactant: [F:1][C:2]([F:24])([F:23])[O:3][C:4]1[CH:9]=[CH:8][C:7]([C:10]#[C:11][CH2:12][C:13]2([CH2:17]OS(C)(=O)=O)[CH2:16][CH2:15][CH2:14]2)=[CH:6][CH:5]=1.[Na+].[I-:26]. Product: [I:26][CH2:17][C:13]1([CH2:12][C:11]#[C:10][C:7]2[CH:8]=[CH:9][C:4]([O:3][C:2]([F:24])([F:23])[F:1])=[CH:5][CH:6]=2)[CH2:16][CH2:15][CH2:14]1.